This data is from Reaction yield outcomes from USPTO patents with 853,638 reactions. The task is: Predict the reaction yield, written as a fraction of the theoretical maximum amount of product (1.0 means a 100% yield; for example, 0.34 means a 34% yield). (1) The reactants are Cl.CC(C1C=[C:8](C=C(C(C)(C)C)C=1O)[C:9]([NH:11][C:12]1[CH:17]=[CH:16][C:15]([NH:18][C:19]([C:21]2[S:22][CH:23]=[CH:24][CH:25]=2)=[NH:20])=[CH:14][CH:13]=1)=O)(C)C.[CH3:34][O:35][C:36]1[CH:37]=[C:38]2[C:42](=[CH:43][CH:44]=1)[NH:41][CH:40]=[C:39]2[CH2:45][C:46]([N:48]1CCN(C2C=CC(N)=CC=2)[CH2:50][CH2:49]1)=[O:47].CC(C1C=C(C=C(C(C)(C)C)C=1O)C(NC1C=CC(N)=CC=1)=O)(C)C. No catalyst specified. The product is [CH3:34][O:35][C:36]1[CH:37]=[C:38]2[C:42](=[CH:43][CH:44]=1)[NH:41][CH:40]=[C:39]2[CH2:45][C:46]([N:48]1[CH2:8][CH2:9][N:11]([C:12]2[CH:13]=[CH:14][C:15]([NH:18][C:19]([C:21]3[S:22][CH:23]=[CH:24][CH:25]=3)=[NH:20])=[CH:16][CH:17]=2)[CH2:50][CH2:49]1)=[O:47]. The yield is 0.200. (2) The reactants are [N:1]1([CH2:6][C@@H:7]2[C@H:10]([NH:11][C:12](=[O:39])/[C:13](=[N:27]\[O:28][C:29]([CH3:38])([CH3:37])[C:30]([O:32]C(C)(C)C)=[O:31])/[C:14]3[N:15]=[C:16]([NH:19]C(OC(C)(C)C)=O)[S:17][CH:18]=3)[C:9](=[O:40])[N:8]2[S:41]([OH:44])(=[O:43])=[O:42])[CH:5]=[N:4][CH:3]=[N:2]1.C(O)(C(F)(F)F)=O. The catalyst is C(Cl)Cl. The product is [N:1]1([CH2:6][C@@H:7]2[C@H:10]([NH:11][C:12](=[O:39])/[C:13](=[N:27]\[O:28][C:29]([CH3:38])([CH3:37])[C:30]([OH:32])=[O:31])/[C:14]3[N:15]=[C:16]([NH2:19])[S:17][CH:18]=3)[C:9](=[O:40])[N:8]2[S:41]([OH:44])(=[O:42])=[O:43])[CH:5]=[N:4][CH:3]=[N:2]1. The yield is 0.340. (3) The reactants are [CH3:1][C:2]1[N:3]=[C:4]([C:13]2[CH:18]=[CH:17][CH:16]=[CH:15][CH:14]=2)[O:5][C:6]=1[CH2:7][C:8](OCC)=[O:9].[Li+].[BH4-].Cl. The catalyst is C1COCC1. The product is [CH3:1][C:2]1[N:3]=[C:4]([C:13]2[CH:18]=[CH:17][CH:16]=[CH:15][CH:14]=2)[O:5][C:6]=1[CH2:7][CH2:8][OH:9]. The yield is 0.250. (4) The reactants are [CH:1]([C:4]1[N:5]=[C:6]([C:9]2[CH:18]=[C:17]([O:19][CH:20]3[CH2:37][CH:36]4[CH:22]([C:23](=[O:43])[N:24]([CH3:42])[CH2:25][CH2:26][CH2:27][CH2:28][CH:29]=[CH:30][CH:31]5[C:33]([C:39](O)=[O:40])([NH:34][C:35]4=[O:38])[CH2:32]5)[CH2:21]3)[C:16]3[C:11](=[C:12]([CH3:46])[C:13]([O:44][CH3:45])=[CH:14][CH:15]=3)[N:10]=2)[S:7][CH:8]=1)([CH3:3])[CH3:2].C(N1C=CN=C1)(N1C=CN=C1)=O.[CH3:59][C:60]1([S:63]([NH2:66])(=[O:65])=[O:64])[CH2:62][CH2:61]1.C1CCN2C(=NCCC2)CC1. The catalyst is C1COCC1. The product is [CH:1]([C:4]1[N:5]=[C:6]([C:9]2[CH:18]=[C:17]([O:19][CH:20]3[CH2:37][CH:36]4[CH:22]([C:23](=[O:43])[N:24]([CH3:42])[CH2:25][CH2:26][CH2:27][CH2:28][CH:29]=[CH:30][CH:31]5[C:33]([C:39]([NH:66][S:63]([C:60]6([CH3:59])[CH2:62][CH2:61]6)(=[O:65])=[O:64])=[O:40])([NH:34][C:35]4=[O:38])[CH2:32]5)[CH2:21]3)[C:16]3[C:11](=[C:12]([CH3:46])[C:13]([O:44][CH3:45])=[CH:14][CH:15]=3)[N:10]=2)[S:7][CH:8]=1)([CH3:3])[CH3:2]. The yield is 0.580. (5) The reactants are [NH:1]1[C:9]2[C:4](=[CH:5][CH:6]=[CH:7][CH:8]=2)[C:3]([C:10]2[CH:15]=[CH:14][N:13]=[C:12]([NH:16][C@@H:17]3[CH2:22][CH2:21][CH2:20][C@H:19]([NH:23][C:24]([C:26]4[CH:31]=[CH:30][C:29]([NH:32]C(=O)OC(C)(C)C)=[CH:28][CH:27]=4)=[O:25])[CH2:18]3)[N:11]=2)=[CH:2]1.Cl.O1CCOCC1. The catalyst is C(Cl)Cl. The product is [NH:1]1[C:9]2[C:4](=[CH:5][CH:6]=[CH:7][CH:8]=2)[C:3]([C:10]2[CH:15]=[CH:14][N:13]=[C:12]([NH:16][C@@H:17]3[CH2:22][CH2:21][CH2:20][C@H:19]([NH:23][C:24](=[O:25])[C:26]4[CH:27]=[CH:28][C:29]([NH2:32])=[CH:30][CH:31]=4)[CH2:18]3)[N:11]=2)=[CH:2]1. The yield is 0.250. (6) The reactants are [OH:1][C:2]1[C:7]([CH2:8][CH2:9][CH3:10])=[C:6]([SH:11])[CH:5]=[CH:4][C:3]=1[C:12](=[O:14])[CH3:13].[CH3:15][O:16][C:17](=[O:33])[C:18]1[CH:23]=[CH:22][CH:21]=[C:20]([CH2:24][C:25]2[CH:30]=[CH:29][CH:28]=[C:27]([CH2:31]I)[CH:26]=2)[CH:19]=1.C(=O)([O-])[O-].[Cs+].[Cs+].O. The catalyst is CC(=O)CC. The product is [CH3:15][O:16][C:17](=[O:33])[C:18]1[CH:23]=[CH:22][CH:21]=[C:20]([CH2:24][C:25]2[CH:30]=[CH:29][CH:28]=[C:27]([CH2:31][S:11][C:6]3[CH:5]=[CH:4][C:3]([C:12](=[O:14])[CH3:13])=[C:2]([OH:1])[C:7]=3[CH2:8][CH2:9][CH3:10])[CH:26]=2)[CH:19]=1. The yield is 0.850. (7) The reactants are [NH2:1][C:2]1[CH:3]=[C:4]([O:16][CH2:17][CH2:18][O:19][CH3:20])[CH:5]=[C:6]2[C:10]=1[NH:9][C:8]([C:11]([O:13][CH2:14][CH3:15])=[O:12])=[CH:7]2.N1C(C)=CC=CC=1C.[CH3:29][N:30]1[CH:34]=[CH:33][N:32]=[C:31]1[S:35](Cl)(=[O:37])=[O:36].Cl. The catalyst is O1CCCC1.CCCCCC.C(OCC)(=O)C. The product is [CH3:20][O:19][CH2:18][CH2:17][O:16][C:4]1[CH:5]=[C:6]2[C:10](=[C:2]([NH:1][S:35]([C:31]3[N:30]([CH3:29])[CH:34]=[CH:33][N:32]=3)(=[O:37])=[O:36])[CH:3]=1)[NH:9][C:8]([C:11]([O:13][CH2:14][CH3:15])=[O:12])=[CH:7]2. The yield is 0.510.